This data is from Full USPTO retrosynthesis dataset with 1.9M reactions from patents (1976-2016). The task is: Predict the reactants needed to synthesize the given product. (1) Given the product [OH:26][CH:27]1[CH2:31][N:30]([C:32]([O:34][C:35]([CH3:38])([CH3:37])[CH3:36])=[O:33])[C@H:29]([CH3:39])[CH2:28]1, predict the reactants needed to synthesize it. The reactants are: [F-].C([N+](CCCC)(CCCC)CCCC)CCC.[Si]([O:26][C@H:27]1[CH2:31][N:30]([C:32]([O:34][C:35]([CH3:38])([CH3:37])[CH3:36])=[O:33])[C@H:29]([CH3:39])[CH2:28]1)(C(C)(C)C)(C)C.CCCCCCC. (2) Given the product [Cl:3][C:4]1[CH:5]=[N:6][C:7]2[C:12]([C:13]=1[CH2:14][CH2:15][OH:16])=[CH:11][C:10]([O:17][CH3:18])=[CH:9][CH:8]=2, predict the reactants needed to synthesize it. The reactants are: [BH4-].[Na+].[Cl:3][C:4]1[CH:5]=[N:6][C:7]2[C:12]([C:13]=1[CH2:14][CH:15]=[O:16])=[CH:11][C:10]([O:17][CH3:18])=[CH:9][CH:8]=2.CC(C)=O.ClCCl. (3) Given the product [OH:22][CH2:20][C:1]([CH2:2][C:9]1[CH:14]=[CH:13][CH:12]=[CH:11][CH:10]=1)=[O:4], predict the reactants needed to synthesize it. The reactants are: [C:1]([O:4]O)(=O)[CH3:2].C([C:9]1[CH:14]=[CH:13][CH:12]=[CH:11][CH:10]=1)C=C.S(=O)(O)[O-].[Na+].[C:20](OCC)(=[O:22])C.